From a dataset of Full USPTO retrosynthesis dataset with 1.9M reactions from patents (1976-2016). Predict the reactants needed to synthesize the given product. (1) The reactants are: [OH-].[Na+].C1COCC1.[CH3:8][O:9][C:10]1[CH:11]=[CH:12][C:13]([CH2:32][NH:33][C:34]2[CH:39]=[CH:38][C:37]([C:40]3[CH:45]=[CH:44][C:43]([C:46]([F:49])([F:48])[F:47])=[CH:42][CH:41]=3)=[CH:36][CH:35]=2)=[C:14]([C:16]2[CH:17]=[CH:18][C:19]([C:22]([NH:24][CH2:25][CH2:26][C:27]([O:29]CC)=[O:28])=[O:23])=[N:20][CH:21]=2)[CH:15]=1. Given the product [CH3:8][O:9][C:10]1[CH:11]=[CH:12][C:13]([CH2:32][NH:33][C:34]2[CH:39]=[CH:38][C:37]([C:40]3[CH:41]=[CH:42][C:43]([C:46]([F:48])([F:49])[F:47])=[CH:44][CH:45]=3)=[CH:36][CH:35]=2)=[C:14]([C:16]2[CH:17]=[CH:18][C:19]([C:22]([NH:24][CH2:25][CH2:26][C:27]([OH:29])=[O:28])=[O:23])=[N:20][CH:21]=2)[CH:15]=1, predict the reactants needed to synthesize it. (2) The reactants are: [C:1]([NH:4][C:5]1[CH:14]=[C:13](B2OC(C)(C)C(C)(C)O2)[CH:12]=[CH:11][C:6]=1[C:7]([O:9][CH3:10])=[O:8])(=[O:3])[CH3:2].Br[C:25]1[CH:26]=[CH:27][C:28]2[N:29]([C:31]([C:34]3[CH:41]=[CH:40][C:37]([C:38]#[N:39])=[CH:36][CH:35]=3)=[CH:32][N:33]=2)[CH:30]=1.[O-]P([O-])([O-])=O.[K+].[K+].[K+].O. Given the product [C:1]([NH:4][C:5]1[CH:14]=[C:13]([C:25]2[CH:26]=[CH:27][C:28]3[N:29]([C:31]([C:34]4[CH:41]=[CH:40][C:37]([C:38]#[N:39])=[CH:36][CH:35]=4)=[CH:32][N:33]=3)[CH:30]=2)[CH:12]=[CH:11][C:6]=1[C:7]([O:9][CH3:10])=[O:8])(=[O:3])[CH3:2], predict the reactants needed to synthesize it. (3) Given the product [NH3:8].[CH3:1][O:2][C:3]([C:5]1[CH:10]=[CH:9][N:8]2[C:11]([Br:19])=[CH:12][N:13]=[C:7]2[CH:6]=1)=[O:4], predict the reactants needed to synthesize it. The reactants are: [CH3:1][O:2][C:3]([C:5]1[CH:10]=[CH:9][N:8]2[CH:11]=[CH:12][N:13]=[C:7]2[CH:6]=1)=[O:4].C([O-])(=O)C.[Na+].[Br:19]Br.S([O-])([O-])=O.[Na+].[Na+]. (4) Given the product [CH2:24]([O:26][C:27]([C:29]1[CH:34]=[CH:33][N:32]=[C:31]([C:35]2[CH2:39][CH2:38][CH2:37][C:36]=2[C:7]2[CH:8]=[C:3]([C:2]([F:23])([F:22])[F:1])[CH:4]=[CH:5][C:6]=2[O:12][CH2:13][C:14]2[CH:19]=[CH:18][C:17]([F:20])=[CH:16][C:15]=2[F:21])[CH:30]=1)=[O:28])[CH3:25], predict the reactants needed to synthesize it. The reactants are: [F:1][C:2]([F:23])([F:22])[C:3]1[CH:4]=[CH:5][C:6]([O:12][CH2:13][C:14]2[CH:19]=[CH:18][C:17]([F:20])=[CH:16][C:15]=2[F:21])=[C:7](B(O)O)[CH:8]=1.[CH2:24]([O:26][C:27]([C:29]1[CH:34]=[CH:33][N:32]=[C:31]([C:35]2[CH2:39][CH2:38][CH2:37][C:36]=2Br)[CH:30]=1)=[O:28])[CH3:25]. (5) Given the product [C:2]([C:3]1[S:21][C:22](=[NH:23])[N:8]([CH2:9][CH:10]2[CH2:13][N:12]([C:14]([O:16][C:17]([CH3:20])([CH3:19])[CH3:18])=[O:15])[CH2:11]2)[CH:4]=1)([CH3:7])([CH3:6])[CH3:1], predict the reactants needed to synthesize it. The reactants are: [CH3:1][C:2]([CH3:7])([CH3:6])[CH2:3][CH:4]=O.[NH2:8][CH2:9][CH:10]1[CH2:13][N:12]([C:14]([O:16][C:17]([CH3:20])([CH3:19])[CH3:18])=[O:15])[CH2:11]1.[S-:21][C:22]#[N:23].[K+].II. (6) Given the product [OH:10][C:9]1[CH:8]=[CH:7][CH:6]=[C:3]2[C:2]=1[O:1][C:17](=[O:18])[C:16]([C:14]([OH:15])=[O:13])=[CH:4]2, predict the reactants needed to synthesize it. The reactants are: [OH:1][C:2]1[C:9]([OH:10])=[CH:8][CH:7]=[CH:6][C:3]=1[CH:4]=O.CC1(C)O[C:17](=[O:18])[CH2:16][C:14](=[O:15])[O:13]1. (7) Given the product [CH2:1]([CH:3]([CH2:9][C:10]1[CH2:11][C:12](=[N:21][OH:22])[C:13]([O:16][CH3:17])=[CH:14][CH:15]=1)[C:4]([O:6][CH2:7][CH3:8])=[O:5])[CH3:2], predict the reactants needed to synthesize it. The reactants are: [CH2:1]([CH:3]([CH2:9][C:10]1[CH:15]=[CH:14][C:13]([O:16][CH3:17])=[C:12](C=O)[CH:11]=1)[C:4]([O:6][CH2:7][CH3:8])=[O:5])[CH3:2].Cl.[NH2:21][OH:22].N1C=CC=CC=1. (8) Given the product [C:22]([C:14]1[N:11]2[CH2:12][CH2:13][N:8]([C:6]([O:5][C:1]([CH3:2])([CH3:3])[CH3:4])=[O:7])[CH2:9][C:10]2=[N:16][C:15]=1[C:17]([O:19][CH2:20][CH3:21])=[O:18])(=[O:24])[CH3:23], predict the reactants needed to synthesize it. The reactants are: [C:1]([O:5][C:6]([N:8]1[CH2:13][CH2:12][N:11]2[C:14]([C:22]([O:24]CC)=[CH2:23])=[C:15]([C:17]([O:19][CH2:20][CH3:21])=[O:18])[N:16]=[C:10]2[CH2:9]1)=[O:7])([CH3:4])([CH3:3])[CH3:2].C1(C)C=CC(S(O)(=O)=O)=CC=1. (9) Given the product [C:36]([O:35][C:33](=[O:34])[CH2:32][N:29]([CH2:28][C:25]1[CH:26]=[CH:27][C:22]([CH2:21][CH2:20][N:15]2[C:16](=[O:19])[C:17]3[S:18][C:10]([C:7]4[CH:6]=[CH:5][C:4]([Cl:3])=[CH:9][CH:8]=4)=[CH:11][C:12]=3[N:13]=[CH:14]2)=[CH:23][CH:24]=1)[CH3:30])([CH3:39])([CH3:38])[CH3:37], predict the reactants needed to synthesize it. The reactants are: Cl.Cl.[Cl:3][C:4]1[CH:9]=[CH:8][C:7]([C:10]2[S:18][C:17]3[C:16](=[O:19])[N:15]([CH2:20][CH2:21][C:22]4[CH:27]=[CH:26][C:25]([CH2:28][NH:29][CH3:30])=[CH:24][CH:23]=4)[CH:14]=[N:13][C:12]=3[CH:11]=2)=[CH:6][CH:5]=1.Br[CH2:32][C:33]([O:35][C:36]([CH3:39])([CH3:38])[CH3:37])=[O:34].C(N(CC)CC)C.CN(C)C=O.